This data is from Forward reaction prediction with 1.9M reactions from USPTO patents (1976-2016). The task is: Predict the product of the given reaction. (1) Given the reactants [N:1]([CH:4]1[CH2:23][N:8]2[C:9]3[C:14]([C:15]([CH2:16][C:17]([O:19]CCC)=[O:18])=[C:7]2[CH2:6][CH2:5]1)=[CH:13][CH:12]=[CH:11][CH:10]=3)=[N+:2]=[N-:3].[C:24]([C:26]1[CH:31]=[CH:30][C:29]([O:32][CH3:33])=[CH:28][CH:27]=1)#[CH:25], predict the reaction product. The product is: [CH3:33][O:32][C:29]1[CH:30]=[CH:31][C:26]([C:24]2[N:3]=[N:2][N:1]([CH:4]3[CH2:23][N:8]4[C:9]5[C:14]([C:15]([CH2:16][C:17]([OH:19])=[O:18])=[C:7]4[CH2:6][CH2:5]3)=[CH:13][CH:12]=[CH:11][CH:10]=5)[CH:25]=2)=[CH:27][CH:28]=1. (2) Given the reactants [O:1]=[C:2]1[CH2:7][CH2:6][CH:5]([O:8][C:9]2[CH:32]=[CH:31][C:12]([C:13]([NH:15][CH2:16][CH2:17][NH:18][C:19]([C:21]3[CH:30]=[CH:29][C:28]4[C:23](=[CH:24][CH:25]=[CH:26][CH:27]=4)[CH:22]=3)=[O:20])=[O:14])=[CH:11][CH:10]=2)[CH2:4][CH2:3]1.[BH4-].[Na+], predict the reaction product. The product is: [OH:1][CH:2]1[CH2:3][CH2:4][CH:5]([O:8][C:9]2[CH:10]=[CH:11][C:12]([C:13]([NH:15][CH2:16][CH2:17][NH:18][C:19]([C:21]3[CH:30]=[CH:29][C:28]4[C:23](=[CH:24][CH:25]=[CH:26][CH:27]=4)[CH:22]=3)=[O:20])=[O:14])=[CH:31][CH:32]=2)[CH2:6][CH2:7]1. (3) Given the reactants [NH2:1][C:2]1[C:7](Br)=[CH:6][C:5]([Br:9])=[CH:4][N:3]=1.[Cl:10][C:11]1[CH:16]=[CH:15][CH:14]=[C:13]([C:17]#[CH:18])[CH:12]=1.C(N(CC)CC)C, predict the reaction product. The product is: [Br:9][C:5]1[CH:6]=[C:7]([C:18]#[C:17][C:13]2[CH:14]=[CH:15][CH:16]=[C:11]([Cl:10])[CH:12]=2)[C:2]([NH2:1])=[N:3][CH:4]=1.